Dataset: Peptide-MHC class I binding affinity with 185,985 pairs from IEDB/IMGT. Task: Regression. Given a peptide amino acid sequence and an MHC pseudo amino acid sequence, predict their binding affinity value. This is MHC class I binding data. The peptide sequence is EIYFSSIHR. The MHC is HLA-A31:01 with pseudo-sequence HLA-A31:01. The binding affinity (normalized) is 0.472.